From a dataset of Full USPTO retrosynthesis dataset with 1.9M reactions from patents (1976-2016). Predict the reactants needed to synthesize the given product. (1) The reactants are: [C:1]([N:8]([C:16]([O:18][C:19]([CH3:22])([CH3:21])[CH3:20])=[O:17])[C:9]1C=CNC(=O)[N:10]=1)([O:3][C:4]([CH3:7])([CH3:6])[CH3:5])=[O:2].[CH:23]1[CH:24]=[CH:25][C:26](C[C@H](N)[C:31]([NH:33][C@H:34]([C:42]([NH2:44])=[O:43])[CH2:35]C2C=CC=CC=2)=O)=[CH:27][CH:28]=1.C([C:53]([C:68](OC(C)(C)C)=O)([NH:57]C1NC(=O)C2NC=NC=2N=1)[C:54]([OH:56])=[O:55])(OC(C)(C)C)=O. Given the product [C:16]([N:8]([C:1]([O:3][C:4]([CH3:7])([CH3:6])[CH3:5])=[O:2])[C:9]1[NH:44][C:42](=[O:43])[C:34]2[NH:33][CH:31]=[N:57][C:35]=2[N:10]=1)([O:18][C:19]([CH3:22])([CH3:21])[CH3:20])=[O:17].[NH2:57][C@H:53]([C:54]([OH:56])=[O:55])[CH2:68][C:23]1[CH:24]=[CH:25][CH:26]=[CH:27][CH:28]=1, predict the reactants needed to synthesize it. (2) Given the product [C:7]([C:6]1[CH:9]=[C:2]([C:33]2[CH:34]=[CH:35][C:30]([C:28]([O:27][CH2:25][CH3:26])=[O:29])=[C:31]([F:39])[CH:32]=2)[CH:3]=[CH:4][C:5]=1[O:10][CH2:11][CH:12]1[CH2:17][CH2:16][N:15]([CH2:18][C:19]([CH2:23][CH3:24])([F:22])[CH2:20][CH3:21])[CH2:14][CH2:13]1)#[N:8], predict the reactants needed to synthesize it. The reactants are: Br[C:2]1[CH:3]=[CH:4][C:5]([O:10][CH2:11][CH:12]2[CH2:17][CH2:16][N:15]([CH2:18][C:19]([CH2:23][CH3:24])([F:22])[CH2:20][CH3:21])[CH2:14][CH2:13]2)=[C:6]([CH:9]=1)[C:7]#[N:8].[CH2:25]([O:27][C:28]([C:30]1[CH:35]=[CH:34][C:33](B(O)O)=[CH:32][C:31]=1[F:39])=[O:29])[CH3:26].C([O-])([O-])=O.[Cs+].[Cs+].